From a dataset of Reaction yield outcomes from USPTO patents with 853,638 reactions. Predict the reaction yield, written as a fraction of the theoretical maximum amount of product (1.0 means a 100% yield; for example, 0.34 means a 34% yield). (1) The reactants are [NH2:1][C:2]1[CH:3]=[C:4]([CH:9]=[CH:10][C:11]=1O)C(OC)=O.C([C:15]1[CH:24]=CC(C(OC)=O)=CC=1)=O.C(C1C(=O)C(Cl)=C(Cl)C(=O)C=1C#N)#[N:26].[C:39]([O-:42])(O)=[O:40].[Na+]. The catalyst is CO. The product is [CH2:24]([O:42][C:39](=[O:40])[C:4]1[CH:9]=[CH:10][C:11]([NH2:26])=[C:2]([NH2:1])[CH:3]=1)[CH3:15]. The yield is 0.860. (2) The reactants are Br[C:2]1[C:7]([Cl:8])=[CH:6][C:5]([NH:9][C:10]2[N:14]=[C:13]([NH2:15])[NH:12][N:11]=2)=[CH:4][C:3]=1[Cl:16].[OH:17][CH2:18][CH2:19][NH:20][S:21]([C:24]1[CH:29]=[CH:28][C:27](B(O)O)=[CH:26][CH:25]=1)(=[O:23])=[O:22].C(=O)([O-])[O-].[K+].[K+]. The catalyst is C1C=CC([P]([Pd]([P](C2C=CC=CC=2)(C2C=CC=CC=2)C2C=CC=CC=2)([P](C2C=CC=CC=2)(C2C=CC=CC=2)C2C=CC=CC=2)[P](C2C=CC=CC=2)(C2C=CC=CC=2)C2C=CC=CC=2)(C2C=CC=CC=2)C2C=CC=CC=2)=CC=1. The product is [OH:17][CH2:18][CH2:19][NH:20][S:21]([C:24]1[CH:29]=[CH:28][C:27]([C:2]2[C:7]([Cl:8])=[CH:6][C:5]([NH:9][C:10]3[N:14]=[C:13]([NH2:15])[NH:12][N:11]=3)=[CH:4][C:3]=2[Cl:16])=[CH:26][CH:25]=1)(=[O:23])=[O:22]. The yield is 0.200. (3) The reactants are C([O:3][C:4]([C:6]1([NH:15][C:16](=[O:28])[C:17]2[CH:22]=[CH:21][CH:20]=[C:19]([Cl:23])[C:18]=2[O:24][CH:25]([CH3:27])[CH3:26])[CH2:14][C:13]2[C:8](=[CH:9][CH:10]=[CH:11][CH:12]=2)[CH2:7]1)=[O:5])C.[OH-].[K+].O. The catalyst is CCO. The product is [Cl:23][C:19]1[C:18]([O:24][CH:25]([CH3:27])[CH3:26])=[C:17]([CH:22]=[CH:21][CH:20]=1)[C:16]([NH:15][C:6]1([C:4]([OH:5])=[O:3])[CH2:14][C:13]2[C:8](=[CH:9][CH:10]=[CH:11][CH:12]=2)[CH2:7]1)=[O:28]. The yield is 1.00. (4) The catalyst is C1COCC1. The product is [C:1]([O:7][CH2:8][N:9]1[C:13]2[N:14]=[N:15][CH:16]=[C:17]([C:18]3[CH:19]=[N:20][N:21]([C@@H:23]([CH:27]4[CH2:28][CH2:29][CH2:30][CH2:31][CH2:32]4)[CH2:24][C:25]#[N:34])[CH:22]=3)[C:12]=2[CH:11]=[CH:10]1)(=[O:6])[C:2]([CH3:5])([CH3:3])[CH3:4]. The yield is 0.690. The reactants are [C:1]([O:7][CH2:8][N:9]1[C:13]2[N:14]=[N:15][CH:16]=[C:17]([C:18]3[CH:19]=[N:20][N:21]([C@@H:23]([CH:27]4[CH2:32][CH2:31][CH2:30][CH2:29][CH2:28]4)[CH2:24][CH:25]=O)[CH:22]=3)[C:12]=2[CH:11]=[CH:10]1)(=[O:6])[C:2]([CH3:5])([CH3:4])[CH3:3].[OH-].[NH4+:34].II.